This data is from Reaction yield outcomes from USPTO patents with 853,638 reactions. The task is: Predict the reaction yield, written as a fraction of the theoretical maximum amount of product (1.0 means a 100% yield; for example, 0.34 means a 34% yield). (1) The reactants are [CH3:1][O:2][C:3](=[O:29])[NH:4][C@H:5]([C:9]([N:11]1[CH2:15][C@@H:14]([CH3:16])[CH2:13][C@H:12]1[C:17]1[NH:18][CH:19]=[C:20]([C:22]2[CH:27]=[CH:26][C:25](Br)=[CH:24][CH:23]=2)[N:21]=1)=[O:10])[CH:6]([CH3:8])[CH3:7].[CH3:30][C:31]1([CH3:47])[C:35]([CH3:37])([CH3:36])[O:34][B:33]([B:33]2[O:34][C:35]([CH3:37])([CH3:36])[C:31]([CH3:47])([CH3:30])[O:32]2)[O:32]1.C([O-])(=O)C.[K+].C(Cl)Cl. The catalyst is O1CCOCC1. The product is [CH3:1][O:2][C:3](=[O:29])[NH:4][C@H:5]([C:9]([N:11]1[CH2:15][C@@H:14]([CH3:16])[CH2:13][C@H:12]1[C:17]1[NH:18][CH:19]=[C:20]([C:22]2[CH:27]=[CH:26][C:25]([B:33]3[O:34][C:35]([CH3:37])([CH3:36])[C:31]([CH3:47])([CH3:30])[O:32]3)=[CH:24][CH:23]=2)[N:21]=1)=[O:10])[CH:6]([CH3:8])[CH3:7]. The yield is 0.470. (2) The reactants are Br[C:2]1[CH:7]=[CH:6][C:5]([F:8])=[CH:4][CH:3]=1.[O:9]([CH2:16][C:17]1[CH:32]=[C:20]2[C:21](=[O:31])[NH:22][C@H:23]([CH2:25][O:26][Si](C)(C)C)[CH2:24][N:19]2[N:18]=1)[C:10]1[CH:15]=[CH:14][CH:13]=[CH:12][CH:11]=1.C([O-])([O-])=O.[K+].[K+].CNCCNC. The catalyst is C1(C)C=CC=CC=1.CCOC(C)=O.[Cu]I. The product is [F:8][C:5]1[CH:6]=[CH:7][C:2]([N:22]2[C@H:23]([CH2:25][OH:26])[CH2:24][N:19]3[N:18]=[C:17]([CH2:16][O:9][C:10]4[CH:11]=[CH:12][CH:13]=[CH:14][CH:15]=4)[CH:32]=[C:20]3[C:21]2=[O:31])=[CH:3][CH:4]=1. The yield is 0.710. (3) The reactants are [C:1]12([C:11](=[O:20])[CH2:12][S:13][CH2:14][C:15]3[S:16][CH:17]=[CH:18][CH:19]=3)[CH2:10][CH:5]3[CH2:6][CH:7]([CH2:9][CH:3]([CH2:4]3)[CH2:2]1)[CH2:8]2.C1C=C(Cl)C=C(C(OO)=[O:29])C=1. The catalyst is C(Cl)Cl. The product is [C:1]12([C:11](=[O:20])[CH2:12][S:13]([CH2:14][C:15]3[S:16][CH:17]=[CH:18][CH:19]=3)=[O:29])[CH2:10][CH:5]3[CH2:6][CH:7]([CH2:9][CH:3]([CH2:4]3)[CH2:2]1)[CH2:8]2. The yield is 0.870. (4) No catalyst specified. The reactants are N1[CH:6]=[CH:5][CH:4]=[C:3]([NH:7][C:8](=[S:30])[O:9][CH2:10]/[CH:11]=[C:12](\[CH3:29])/[CH2:13][CH2:14]/[CH:15]=[C:16](\[CH3:28])/[CH2:17][CH2:18]/[CH:19]=[C:20](\[CH3:27])/[CH2:21][CH2:22][CH:23]=[C:24]([CH3:26])[CH3:25])C=1.C(C/C(/C)=C/CC/C(/C)=C/[CH2:48][OH:49])/C=C(/CCC=C(C)C)\C.O1C=CC=C1CN=C=S. The yield is 0.230. The product is [O:49]1[CH:48]=[CH:6][CH:5]=[C:4]1[CH2:3][NH:7][C:8](=[S:30])[O:9][CH2:10]/[CH:11]=[C:12](\[CH3:29])/[CH2:13][CH2:14]/[CH:15]=[C:16](\[CH3:28])/[CH2:17][CH2:18]/[CH:19]=[C:20](\[CH3:27])/[CH2:21][CH2:22][CH:23]=[C:24]([CH3:25])[CH3:26].